Dataset: Full USPTO retrosynthesis dataset with 1.9M reactions from patents (1976-2016). Task: Predict the reactants needed to synthesize the given product. (1) Given the product [Br:6][C:7]1[CH:8]=[C:9]([NH:16][CH2:3][CH:2]([F:5])[F:1])[C:10]2[N:11]([CH:13]=[CH:14][N:15]=2)[CH:12]=1, predict the reactants needed to synthesize it. The reactants are: [F:1][CH:2]([F:5])[CH:3]=O.[Br:6][C:7]1[CH:8]=[C:9]([NH2:16])[C:10]2[N:11]([CH:13]=[CH:14][N:15]=2)[CH:12]=1.C(O[BH-](OC(=O)C)OC(=O)C)(=O)C.[Na+].C(O)(C(F)(F)F)=O. (2) The reactants are: C([NH:8][C:9]1[CH:13]=[C:12]([C:14]([CH3:17])([CH3:16])[CH3:15])[S:11][C:10]=1[C:18]([O:20][CH2:21][CH:22]=[CH2:23])=[O:19])(OC(C)(C)C)=O.O1CCOCC1. Given the product [NH2:8][C:9]1[CH:13]=[C:12]([C:14]([CH3:17])([CH3:16])[CH3:15])[S:11][C:10]=1[C:18]([O:20][CH2:21][CH:22]=[CH2:23])=[O:19], predict the reactants needed to synthesize it. (3) Given the product [CH3:32][C:2]1([CH3:1])[S:6](=[O:33])[C:5]2[CH:7]=[C:8]([CH:11]([N:13]([CH2:25][C:26]3[CH:31]=[CH:30][CH:29]=[CH:28][N:27]=3)[C:14](=[O:24])[CH2:15][CH2:16][C:17]3[CH:22]=[CH:21][C:20]([F:23])=[CH:19][CH:18]=3)[CH3:12])[CH:9]=[CH:10][C:4]=2[O:3]1, predict the reactants needed to synthesize it. The reactants are: [CH3:1][C:2]1([CH3:32])[S:6][C:5]2[CH:7]=[C:8]([CH:11]([N:13]([CH2:25][C:26]3[CH:31]=[CH:30][CH:29]=[CH:28][N:27]=3)[C:14](=[O:24])[CH2:15][CH2:16][C:17]3[CH:22]=[CH:21][C:20]([F:23])=[CH:19][CH:18]=3)[CH3:12])[CH:9]=[CH:10][C:4]=2[O:3]1.[OH:33]O.O. (4) Given the product [F:1][C:2]1[CH:23]=[CH:22][C:5]([NH:6][C:7]2[CH:19]=[C:18](/[CH:20]=[CH:21]/[C:25]3[CH:30]=[CH:29][CH:28]=[C:27]([OH:31])[CH:26]=3)[CH:17]=[CH:16][C:8]=2[C:9]([O:11][C:12]([CH3:15])([CH3:13])[CH3:14])=[O:10])=[CH:4][CH:3]=1, predict the reactants needed to synthesize it. The reactants are: [F:1][C:2]1[CH:23]=[CH:22][C:5]([NH:6][C:7]2[CH:19]=[C:18]([CH:20]=[CH2:21])[CH:17]=[CH:16][C:8]=2[C:9]([O:11][C:12]([CH3:15])([CH3:14])[CH3:13])=[O:10])=[CH:4][CH:3]=1.I[C:25]1[CH:26]=[C:27]([OH:31])[CH:28]=[CH:29][CH:30]=1.C(=O)([O-])[O-].[Cs+].[Cs+]. (5) Given the product [CH2:32]([O:31][C:29](=[O:30])[NH:1][CH2:2][CH2:3][CH2:4][NH:5][C:6]1[C:11]([Br:12])=[CH:10][N:9]=[C:8]([NH:13][C:14]2[CH:19]=[CH:18][CH:17]=[C:16]([NH:20][C:21]([N:23]3[CH2:27][CH2:26][CH2:25][CH2:24]3)=[O:22])[CH:15]=2)[N:7]=1)[CH3:33], predict the reactants needed to synthesize it. The reactants are: [NH2:1][CH2:2][CH2:3][CH2:4][NH:5][C:6]1[C:11]([Br:12])=[CH:10][N:9]=[C:8]([NH:13][C:14]2[CH:15]=[C:16]([NH:20][C:21]([N:23]3[CH2:27][CH2:26][CH2:25][CH2:24]3)=[O:22])[CH:17]=[CH:18][CH:19]=2)[N:7]=1.Cl[C:29]([O:31][CH2:32][CH3:33])=[O:30]. (6) Given the product [C:1]([C:5]1[CH:6]=[CH:7][C:8]([NH:11][C:12]([NH:14][CH2:15][CH2:16][C:17]([OH:19])=[O:18])=[O:13])=[CH:9][CH:10]=1)([CH3:4])([CH3:2])[CH3:3], predict the reactants needed to synthesize it. The reactants are: [C:1]([C:5]1[CH:10]=[CH:9][C:8]([NH:11][C:12]([NH:14][CH2:15][CH2:16][C:17]([O:19]CC)=[O:18])=[O:13])=[CH:7][CH:6]=1)([CH3:4])([CH3:3])[CH3:2].[OH-].[Na+].Cl. (7) Given the product [ClH:25].[O:1]1[CH:5]=[CH:4][N:3]=[C:2]1[CH:6]([C:7]1[CH:12]=[CH:11][CH:10]=[C:9]([C:13]([F:14])([F:15])[F:16])[CH:8]=1)[NH2:17], predict the reactants needed to synthesize it. The reactants are: [O:1]1[CH:5]=[CH:4][N:3]=[C:2]1[CH:6]([NH:17]C(=O)OC(C)(C)C)[C:7]1[CH:12]=[CH:11][CH:10]=[C:9]([C:13]([F:16])([F:15])[F:14])[CH:8]=1.[ClH:25].